From a dataset of Full USPTO retrosynthesis dataset with 1.9M reactions from patents (1976-2016). Predict the reactants needed to synthesize the given product. (1) Given the product [Br:1][C:2]1[CH:3]=[CH:4][C:5]([F:33])=[C:6]([C@@:8]2([CH3:32])[NH:17][C:16](=[O:29])[C:11]3([CH2:12][CH:13]=[CH:14][CH2:15]3)[S:10](=[O:31])(=[O:30])[CH2:9]2)[CH:7]=1, predict the reactants needed to synthesize it. The reactants are: [Br:1][C:2]1[CH:3]=[CH:4][C:5]([F:33])=[C:6]([C@@:8]2([CH3:32])[N:17](CC3C=CC(OC)=CC=3OC)[C:16](=[O:29])[C:11]3([CH2:15][CH:14]=[CH:13][CH2:12]3)[S:10](=[O:31])(=[O:30])[CH2:9]2)[CH:7]=1.FC(F)(F)C(O)=O.FC(F)(F)S(O)(=O)=O.C([O-])([O-])=O.[Na+].[Na+]. (2) The reactants are: [CH3:1][NH:2][C@H:3]([C:14]([NH:16][C@H:17]([C:22]([N:24]([C@@H:26]([CH:33]([CH3:35])[CH3:34])/[CH:27]=[C:28](/[C:30]([OH:32])=O)\[CH3:29])[CH3:25])=[O:23])[C:18]([CH3:21])([CH3:20])[CH3:19])=[O:15])[C:4]([CH3:13])([CH3:12])[C:5]1[CH:10]=[CH:9][CH:8]=[C:7](C)[CH:6]=1.O[C:37]1C2N=NNC=2C=CC=1.Cl.CN(C)CCCN=C=NCC.C(N(C(C)C)CC)(C)C.[F:67][C:68]([F:73])([F:72])[C:69]([OH:71])=[O:70].[NH:74]1[CH2:95][CH2:94][CH2:93][C@H:75]1[C:76]([N:78]1[CH2:92][CH2:91][CH2:90][C@H:79]1[C:80]([NH:82][CH2:83][C:84]1[CH:89]=[CH:88][CH:87]=[CH:86][CH:85]=1)=[O:81])=[O:77]. Given the product [F:67][C:68]([F:73])([F:72])[C:69]([OH:71])=[O:70].[CH3:29]/[C:28](=[CH:27]\[C@@H:26]([N:24]([CH3:25])[C:22](=[O:23])[C@H:17]([C:18]([CH3:20])([CH3:19])[CH3:21])[NH:16][C:14](=[O:15])[C@H:3]([C:4]([CH3:12])([CH3:13])[C:5]1[CH:10]=[CH:9][CH:8]=[C:7]([CH3:37])[CH:6]=1)[NH:2][CH3:1])[CH:33]([CH3:34])[CH3:35])/[C:30]([N:74]1[CH2:95][CH2:94][CH2:93][C@@H:75]1[C:76]([N:78]1[CH2:92][CH2:91][CH2:90][C@@H:79]1[C:80]([NH:82][CH2:83][C:84]1[CH:85]=[CH:86][CH:87]=[CH:88][CH:89]=1)=[O:81])=[O:77])=[O:32], predict the reactants needed to synthesize it. (3) Given the product [F:44][C:20]([C:13]1[CH:14]=[CH:15][C:16]2[C:17]3[N:18]=[CH:19][C:7]([C:6]4[N:2]([CH3:1])[N:3]=[N:4][C:5]=4[CH3:37])=[CH:8][C:9]=3[N:10]([C@@H:24]([CH:25]3[CH2:26][CH2:27][O:28][CH2:29][CH2:30]3)[C:31]3[CH:32]=[CH:33][CH:34]=[CH:35][CH:36]=3)[C:11]=2[CH:12]=1)([CH3:21])[CH3:22], predict the reactants needed to synthesize it. The reactants are: [CH3:1][N:2]1[C:6]([C:7]2[CH:19]=[N:18][C:17]3[C:16]4[CH:15]=[CH:14][C:13]([C:20](O)([CH3:22])[CH3:21])=[CH:12][C:11]=4[N:10]([C@H:24]([C:31]4[CH:36]=[CH:35][CH:34]=[CH:33][CH:32]=4)[CH:25]4[CH2:30][CH2:29][O:28][CH2:27][CH2:26]4)[C:9]=3[CH:8]=2)=[C:5]([CH3:37])[N:4]=[N:3]1.C(N(S(F)(F)[F:44])CC)C.C([O-])(O)=O.[Na+]. (4) Given the product [Cl:1][C:2]1[N:9]=[C:8]([C:13]2[C:14]([CH3:18])=[CH:15][CH:16]=[CH:17][C:12]=2[CH3:11])[CH:7]=[CH:6][C:3]=1[C:4]#[N:5], predict the reactants needed to synthesize it. The reactants are: [Cl:1][C:2]1[N:9]=[C:8](Cl)[CH:7]=[CH:6][C:3]=1[C:4]#[N:5].[CH3:11][C:12]1[CH:17]=[CH:16][CH:15]=[C:14]([CH3:18])[C:13]=1B(O)O.C(=O)([O-])[O-].[K+].[K+]. (5) The reactants are: [C:1]([C:3]1[CH:8]=[CH:7][C:6]([CH:9]2[CH2:14][CH2:13][N:12]([C:15]([C:17]3[CH:18]=[CH:19][C:20]([CH3:36])=[C:21]([NH:23][S:24]([C:27]4[CH:28]=[C:29]([CH:33]=[CH:34][CH:35]=4)[C:30]([OH:32])=O)(=[O:26])=[O:25])[CH:22]=3)=[O:16])[CH2:11][CH2:10]2)=[CH:5][CH:4]=1)#[N:2].[CH2:37]([CH2:39][NH2:40])[OH:38]. Given the product [C:1]([C:3]1[CH:8]=[CH:7][C:6]([CH:9]2[CH2:14][CH2:13][N:12]([C:15]([C:17]3[CH:18]=[CH:19][C:20]([CH3:36])=[C:21]([NH:23][S:24]([C:27]4[CH:28]=[C:29]([CH:33]=[CH:34][CH:35]=4)[C:30]([NH:40][CH2:39][CH2:37][OH:38])=[O:32])(=[O:25])=[O:26])[CH:22]=3)=[O:16])[CH2:11][CH2:10]2)=[CH:5][CH:4]=1)#[N:2], predict the reactants needed to synthesize it.